From a dataset of Reaction yield outcomes from USPTO patents with 853,638 reactions. Predict the reaction yield, written as a fraction of the theoretical maximum amount of product (1.0 means a 100% yield; for example, 0.34 means a 34% yield). (1) The reactants are Br[CH2:2][CH2:3][CH2:4][CH2:5][CH2:6][N:7]1[C:11]2[CH:12]=[CH:13][CH:14]=[CH:15][C:10]=2[N:9]([C:16]2[CH:21]=[CH:20][CH:19]=[CH:18][C:17]=2[F:22])[S:8]1(=[O:24])=[O:23].[CH3:25][NH2:26]. No catalyst specified. The product is [F:22][C:17]1[CH:18]=[CH:19][CH:20]=[CH:21][C:16]=1[N:9]1[C:10]2[CH:15]=[CH:14][CH:13]=[CH:12][C:11]=2[N:7]([CH2:6][CH2:5][CH2:4][CH2:3][CH2:2][NH:26][CH3:25])[S:8]1(=[O:24])=[O:23]. The yield is 0.940. (2) The reactants are BrN1C(=O)CCC1=O.[S-:9][C:10]#[N:11].[K+].[N+:13]([C:16]1[CH:21]=[CH:20][C:19]([NH2:22])=[CH:18][C:17]=1[NH2:23])([O-:15])=[O:14]. The product is [N+:13]([C:16]1[CH:21]=[CH:20][C:19]([NH2:22])=[C:18]([S:9][C:10]#[N:11])[C:17]=1[NH2:23])([O-:15])=[O:14]. The yield is 0.500. The catalyst is CO.